From a dataset of Peptide-MHC class II binding affinity with 134,281 pairs from IEDB. Regression. Given a peptide amino acid sequence and an MHC pseudo amino acid sequence, predict their binding affinity value. This is MHC class II binding data. (1) The peptide sequence is QNLARTISEAGQAMA. The MHC is DRB5_0101 with pseudo-sequence DRB5_0101. The binding affinity (normalized) is 0.266. (2) The peptide sequence is INEPKAAAIAYGLDR. The MHC is HLA-DQA10102-DQB10602 with pseudo-sequence HLA-DQA10102-DQB10602. The binding affinity (normalized) is 0.738. (3) The peptide sequence is IDTKCYKLEHPVT. The MHC is DRB1_1101 with pseudo-sequence DRB1_1101. The binding affinity (normalized) is 0.246. (4) The peptide sequence is MNFDIPEEIKQLQQF. The MHC is DRB5_0101 with pseudo-sequence DRB5_0101. The binding affinity (normalized) is 0.184.